From a dataset of Reaction yield outcomes from USPTO patents with 853,638 reactions. Predict the reaction yield, written as a fraction of the theoretical maximum amount of product (1.0 means a 100% yield; for example, 0.34 means a 34% yield). (1) The yield is 0.920. The product is [I:41][CH2:2][O:3][C:4]([O:6][CH:7]([CH2:24][O:25][C:26](=[O:39])[C@H:27]([CH:36]([CH3:38])[CH3:37])[NH:28][C:29]([O:31][C:32]([CH3:35])([CH3:34])[CH3:33])=[O:30])[CH2:8][O:9][C:10](=[O:23])[C@H:11]([CH:20]([CH3:22])[CH3:21])[NH:12][C:13]([O:15][C:16]([CH3:19])([CH3:18])[CH3:17])=[O:14])=[O:5]. No catalyst specified. The reactants are Cl[CH2:2][O:3][C:4]([O:6][CH:7]([CH2:24][O:25][C:26](=[O:39])[C@H:27]([CH:36]([CH3:38])[CH3:37])[NH:28][C:29]([O:31][C:32]([CH3:35])([CH3:34])[CH3:33])=[O:30])[CH2:8][O:9][C:10](=[O:23])[C@H:11]([CH:20]([CH3:22])[CH3:21])[NH:12][C:13]([O:15][C:16]([CH3:19])([CH3:18])[CH3:17])=[O:14])=[O:5].[Na+].[I-:41]. (2) The reactants are [CH3:1][C@@:2]12[C@H:12]3[C@@H:13]([OH:26])[CH2:14][C@:15]4([CH3:25])[C@@:19]([OH:24])([C:20](CO)=[O:21])[CH2:18][CH2:17][C@H:16]4[C@@H:11]3[CH2:10][CH2:9][C:8]1=[CH:7][C:5](=[O:6])[CH2:4][CH2:3]2.C[OH:28]. The catalyst is C1COCC1.O. The product is [OH:26][C@@H:13]1[CH:12]2[CH:11]([CH2:10][CH2:9][C:8]3[C@:2]2([CH3:1])[CH2:3][CH2:4][C:5](=[O:6])[CH:7]=3)[CH:16]2[C@@:15]([CH3:25])([C@@:19]([OH:24])([C:20]([OH:28])=[O:21])[CH2:18][CH2:17]2)[CH2:14]1. The yield is 0.840. (3) The reactants are [Cl:1][C:2]1[CH:3]=[C:4]([OH:11])[C:5](=[CH:9][CH:10]=1)[C:6]([OH:8])=[O:7].S(=O)(=O)(O)O.[C:17](OC(=O)C)(=[O:19])[CH3:18]. No catalyst specified. The product is [C:17]([O:11][C:4]1[CH:3]=[C:2]([Cl:1])[CH:10]=[CH:9][C:5]=1[C:6]([OH:8])=[O:7])(=[O:19])[CH3:18]. The yield is 0.881. (4) The reactants are [N:1]12[CH2:8][CH2:7][C:4]([C:9]([C:17]3[CH:22]=[CH:21][CH:20]=[CH:19][CH:18]=3)([C:11]3[CH:16]=[CH:15][CH:14]=[CH:13][CH:12]=3)[OH:10])([CH2:5][CH2:6]1)[CH2:3][CH2:2]2.[C:23]1([O:29][CH2:30][CH2:31][CH2:32][CH2:33][Br:34])[CH:28]=[CH:27][CH:26]=[CH:25][CH:24]=1. The catalyst is CC#N. The product is [Br-:34].[OH:10][C:9]([C:17]1[CH:22]=[CH:21][CH:20]=[CH:19][CH:18]=1)([C:11]1[CH:12]=[CH:13][CH:14]=[CH:15][CH:16]=1)[C:4]12[CH2:5][CH2:6][N+:1]([CH2:33][CH2:32][CH2:31][CH2:30][O:29][C:23]3[CH:28]=[CH:27][CH:26]=[CH:25][CH:24]=3)([CH2:2][CH2:3]1)[CH2:8][CH2:7]2. The yield is 0.649. (5) The reactants are [CH3:1][C:2]1([CH3:18])[O:6][C@H:5]([CH2:7][O:8][C:9]2[CH:17]=[CH:16][C:12]([C:13]([OH:15])=O)=[CH:11][CH:10]=2)[CH2:4][O:3]1.C(Cl)CCl.C1C=C2N=NN(O)C2=CC=1.O.[Cl:34][C:35]1[CH:36]=[C:37]([CH:42]=[CH:43][C:44]=1[O:45][CH:46]([CH3:48])[CH3:47])/[C:38](=[N:40]/O)/[NH2:39]. The catalyst is CN(C=O)C. The product is [Cl:34][C:35]1[CH:36]=[C:37]([C:38]2[N:40]=[C:13]([C:12]3[CH:11]=[CH:10][C:9]([O:8][CH2:7][C@@H:5]4[CH2:4][O:3][C:2]([CH3:1])([CH3:18])[O:6]4)=[CH:17][CH:16]=3)[O:15][N:39]=2)[CH:42]=[CH:43][C:44]=1[O:45][CH:46]([CH3:48])[CH3:47]. The yield is 0.700.